From a dataset of Reaction yield outcomes from USPTO patents with 853,638 reactions. Predict the reaction yield, written as a fraction of the theoretical maximum amount of product (1.0 means a 100% yield; for example, 0.34 means a 34% yield). The reactants are [Br:1][C:2]1[C:3]([CH3:17])=[C:4]([N:8]2[C:12](=[O:13])[CH2:11][CH:10]([C:14](O)=[O:15])[CH2:9]2)[CH:5]=[CH:6][CH:7]=1.C(Cl)CCl.C1C=CC2N(O)N=[N:28]C=2C=1.N. The catalyst is C1COCC1.C(OCC)(=O)C. The product is [Br:1][C:2]1[C:3]([CH3:17])=[C:4]([N:8]2[C:12](=[O:13])[CH2:11][CH:10]([C:14]([NH2:28])=[O:15])[CH2:9]2)[CH:5]=[CH:6][CH:7]=1. The yield is 0.260.